From a dataset of NCI-60 drug combinations with 297,098 pairs across 59 cell lines. Regression. Given two drug SMILES strings and cell line genomic features, predict the synergy score measuring deviation from expected non-interaction effect. (1) Drug 1: C1=NC2=C(N1)C(=S)N=CN2. Drug 2: C1=NNC2=C1C(=O)NC=N2. Cell line: HCC-2998. Synergy scores: CSS=38.7, Synergy_ZIP=-12.8, Synergy_Bliss=-2.08, Synergy_Loewe=-29.8, Synergy_HSA=0.151. (2) Drug 1: COC1=NC(=NC2=C1N=CN2C3C(C(C(O3)CO)O)O)N. Drug 2: C1CN(CCN1C(=O)CCBr)C(=O)CCBr. Cell line: SF-295. Synergy scores: CSS=6.39, Synergy_ZIP=-6.66, Synergy_Bliss=-0.927, Synergy_Loewe=-10.7, Synergy_HSA=-0.590. (3) Drug 1: CN(C)C1=NC(=NC(=N1)N(C)C)N(C)C. Drug 2: CC1C(C(CC(O1)OC2CC(CC3=C2C(=C4C(=C3O)C(=O)C5=CC=CC=C5C4=O)O)(C(=O)C)O)N)O. Cell line: SW-620. Synergy scores: CSS=32.3, Synergy_ZIP=-2.87, Synergy_Bliss=-5.72, Synergy_Loewe=-26.2, Synergy_HSA=-5.05. (4) Drug 1: CCC1(CC2CC(C3=C(CCN(C2)C1)C4=CC=CC=C4N3)(C5=C(C=C6C(=C5)C78CCN9C7C(C=CC9)(C(C(C8N6C=O)(C(=O)OC)O)OC(=O)C)CC)OC)C(=O)OC)O.OS(=O)(=O)O. Drug 2: CNC(=O)C1=NC=CC(=C1)OC2=CC=C(C=C2)NC(=O)NC3=CC(=C(C=C3)Cl)C(F)(F)F. Cell line: UACC-257. Synergy scores: CSS=-0.710, Synergy_ZIP=-0.693, Synergy_Bliss=-3.42, Synergy_Loewe=-0.290, Synergy_HSA=-4.35. (5) Drug 1: C1C(C(OC1N2C=NC3=C(N=C(N=C32)Cl)N)CO)O. Drug 2: N.N.Cl[Pt+2]Cl. Cell line: NCI/ADR-RES. Synergy scores: CSS=59.1, Synergy_ZIP=-2.51, Synergy_Bliss=0.110, Synergy_Loewe=-13.4, Synergy_HSA=3.77. (6) Drug 1: CN(CC1=CN=C2C(=N1)C(=NC(=N2)N)N)C3=CC=C(C=C3)C(=O)NC(CCC(=O)O)C(=O)O. Drug 2: CC1=C(C(CCC1)(C)C)C=CC(=CC=CC(=CC(=O)O)C)C. Cell line: OVCAR3. Synergy scores: CSS=-4.36, Synergy_ZIP=2.36, Synergy_Bliss=-2.03, Synergy_Loewe=-47.0, Synergy_HSA=-5.64. (7) Drug 1: CC1C(C(CC(O1)OC2CC(CC3=C2C(=C4C(=C3O)C(=O)C5=C(C4=O)C(=CC=C5)OC)O)(C(=O)CO)O)N)O.Cl. Drug 2: C1=C(C(=O)NC(=O)N1)N(CCCl)CCCl. Cell line: COLO 205. Synergy scores: CSS=21.6, Synergy_ZIP=-5.06, Synergy_Bliss=4.63, Synergy_Loewe=-1.11, Synergy_HSA=0.183. (8) Drug 1: CC1=C(C=C(C=C1)C(=O)NC2=CC(=CC(=C2)C(F)(F)F)N3C=C(N=C3)C)NC4=NC=CC(=N4)C5=CN=CC=C5. Drug 2: CC12CCC3C(C1CCC2OP(=O)(O)O)CCC4=C3C=CC(=C4)OC(=O)N(CCCl)CCCl.[Na+]. Cell line: NCI-H322M. Synergy scores: CSS=8.18, Synergy_ZIP=-1.54, Synergy_Bliss=2.55, Synergy_Loewe=4.71, Synergy_HSA=3.89.